This data is from NCI-60 drug combinations with 297,098 pairs across 59 cell lines. The task is: Regression. Given two drug SMILES strings and cell line genomic features, predict the synergy score measuring deviation from expected non-interaction effect. (1) Drug 1: CC1=C(C=C(C=C1)NC(=O)C2=CC=C(C=C2)CN3CCN(CC3)C)NC4=NC=CC(=N4)C5=CN=CC=C5. Drug 2: C1CN(P(=O)(OC1)NCCCl)CCCl. Cell line: MCF7. Synergy scores: CSS=-3.37, Synergy_ZIP=2.03, Synergy_Bliss=-2.17, Synergy_Loewe=-5.44, Synergy_HSA=-6.14. (2) Cell line: MDA-MB-435. Drug 1: C1CCN(CC1)CCOC2=CC=C(C=C2)C(=O)C3=C(SC4=C3C=CC(=C4)O)C5=CC=C(C=C5)O. Synergy scores: CSS=-1.86, Synergy_ZIP=1.47, Synergy_Bliss=6.93, Synergy_Loewe=-0.610, Synergy_HSA=-0.797. Drug 2: C1=CC(=CC=C1CCCC(=O)O)N(CCCl)CCCl. (3) Drug 1: C1=NC2=C(N1)C(=S)N=C(N2)N. Drug 2: C(=O)(N)NO. Cell line: SNB-75. Synergy scores: CSS=7.79, Synergy_ZIP=-4.27, Synergy_Bliss=-2.26, Synergy_Loewe=-2.04, Synergy_HSA=-2.53. (4) Drug 1: CC1=C(C(CCC1)(C)C)C=CC(=CC=CC(=CC(=O)O)C)C. Drug 2: CC12CCC3C(C1CCC2OP(=O)(O)O)CCC4=C3C=CC(=C4)OC(=O)N(CCCl)CCCl.[Na+]. Cell line: M14. Synergy scores: CSS=4.03, Synergy_ZIP=-0.321, Synergy_Bliss=0.233, Synergy_Loewe=-4.41, Synergy_HSA=-4.30. (5) Drug 1: CN(C)C1=NC(=NC(=N1)N(C)C)N(C)C. Drug 2: C1=NC2=C(N1)C(=S)N=CN2. Cell line: NCI-H460. Synergy scores: CSS=9.40, Synergy_ZIP=-2.54, Synergy_Bliss=2.83, Synergy_Loewe=-6.43, Synergy_HSA=0.616. (6) Drug 1: C1=NNC2=C1C(=O)NC=N2. Drug 2: CC1=C(C(=O)C2=C(C1=O)N3CC4C(C3(C2COC(=O)N)OC)N4)N. Cell line: MOLT-4. Synergy scores: CSS=47.9, Synergy_ZIP=-1.09, Synergy_Bliss=-0.445, Synergy_Loewe=-35.0, Synergy_HSA=-0.286. (7) Drug 1: C1CCN(CC1)CCOC2=CC=C(C=C2)C(=O)C3=C(SC4=C3C=CC(=C4)O)C5=CC=C(C=C5)O. Drug 2: CS(=O)(=O)OCCCCOS(=O)(=O)C. Cell line: MOLT-4. Synergy scores: CSS=38.9, Synergy_ZIP=0.923, Synergy_Bliss=-0.580, Synergy_Loewe=-3.40, Synergy_HSA=-1.67.